From a dataset of Forward reaction prediction with 1.9M reactions from USPTO patents (1976-2016). Predict the product of the given reaction. (1) Given the reactants [Cl:1][C:2]1[CH:29]=[CH:28][C:5]2[N:6]([C@@H:23]3[CH2:27][CH2:26][NH:25][CH2:24]3)[C:7]([CH2:9][N:10]3[C:14]4=[CH:15][N:16]=[CH:17][CH:18]=[C:13]4[C:12]([S:19]([CH3:22])(=[O:21])=[O:20])=[N:11]3)=[N:8][C:4]=2[CH:3]=1.[C:30](OC(=O)C)(=[O:32])[CH3:31].O, predict the reaction product. The product is: [Cl:1][C:2]1[CH:29]=[CH:28][C:5]2[N:6]([C@@H:23]3[CH2:27][CH2:26][N:25]([C:30](=[O:32])[CH3:31])[CH2:24]3)[C:7]([CH2:9][N:10]3[C:14]4=[CH:15][N:16]=[CH:17][CH:18]=[C:13]4[C:12]([S:19]([CH3:22])(=[O:20])=[O:21])=[N:11]3)=[N:8][C:4]=2[CH:3]=1. (2) Given the reactants I[C:2]1[CH:7]=[CH:6][CH:5]=[CH:4][C:3]=1[NH:8][C:9]([NH2:11])=[O:10].[C:12]([C:14]1[CH:15]=[C:16]([CH:18]=[CH:19][CH:20]=1)[NH2:17])#[CH:13].C1(P(C2C=CC=CC=2)C2C=CC=CC=2)C=CC=CC=1.C(N(CC)CC)C, predict the reaction product. The product is: [NH2:17][C:16]1[CH:15]=[C:14]([C:12]#[C:13][C:2]2[CH:7]=[CH:6][CH:5]=[CH:4][C:3]=2[NH:8][C:9]([NH2:11])=[O:10])[CH:20]=[CH:19][CH:18]=1. (3) Given the reactants CS(O[CH2:6][CH2:7][C:8]1[O:9][C:10]2[CH:16]=[CH:15][C:14]([C:17]3[CH:22]=[CH:21][C:20]([C:23]#[N:24])=[CH:19][CH:18]=3)=[CH:13][C:11]=2[CH:12]=1)(=O)=O.[NH:25]1[CH:31]=[CH:30][CH:29]=[CH:28][CH:27]=[CH:26]1, predict the reaction product. The product is: [N:25]1([CH2:6][CH2:7][C:8]2[O:9][C:10]3[CH:16]=[CH:15][C:14]([C:17]4[CH:22]=[CH:21][C:20]([C:23]#[N:24])=[CH:19][CH:18]=4)=[CH:13][C:11]=3[CH:12]=2)[CH2:31][CH2:30][CH2:29][CH2:28][CH2:27][CH2:26]1. (4) Given the reactants [CH3:1][N:2]([S:15]([C:18]1[N:19]([CH3:23])[CH:20]=[CH:21][N:22]=1)(=[O:17])=[O:16])[C:3]1[CH:4]=[CH:5][CH:6]=[C:7]2[C:11]=1[NH:10][C:9]([C:12](O)=[O:13])=[CH:8]2.[CH2:24]([S:31][CH:32]([CH:35]([O:38][CH3:39])[O:36][CH3:37])[CH2:33][NH2:34])[C:25]1[CH:30]=[CH:29][CH:28]=[CH:27][CH:26]=1.C(N(C(C)C)C(C)C)C.F[P-](F)(F)(F)(F)F.N1(OC(N(C)C)=[N+](C)C)C2N=CC=CC=2N=N1, predict the reaction product. The product is: [CH2:24]([S:31][CH:32]([CH:35]([O:36][CH3:37])[O:38][CH3:39])[CH2:33][NH:34][C:12]([C:9]1[NH:10][C:11]2[C:7]([CH:8]=1)=[CH:6][CH:5]=[CH:4][C:3]=2[N:2]([CH3:1])[S:15]([C:18]1[N:19]([CH3:23])[CH:20]=[CH:21][N:22]=1)(=[O:17])=[O:16])=[O:13])[C:25]1[CH:30]=[CH:29][CH:28]=[CH:27][CH:26]=1. (5) Given the reactants [N:1]([C@@H:4]1[CH2:8][N:7]([C:9]2[N:13]3[C:14]4[CH:20]=[CH:19][NH:18][C:15]=4[N:16]=[CH:17][C:12]3=[CH:11][N:10]=2)[C@H:6]([CH2:21][CH3:22])[CH2:5]1)=[N+]=[N-].[F:23][C:24]([F:32])([F:31])[CH2:25][CH2:26][S:27](Cl)(=[O:29])=[O:28], predict the reaction product. The product is: [CH2:21]([CH:6]1[N:7]([C:9]2[N:13]3[C:14]4[CH:20]=[CH:19][NH:18][C:15]=4[N:16]=[CH:17][C:12]3=[CH:11][N:10]=2)[CH2:8][C@@H:4]([NH:1][S:27]([CH2:26][CH2:25][C:24]([F:32])([F:31])[F:23])(=[O:29])=[O:28])[CH2:5]1)[CH3:22].